Task: Predict the reaction yield, written as a fraction of the theoretical maximum amount of product (1.0 means a 100% yield; for example, 0.34 means a 34% yield).. Dataset: Reaction yield outcomes from USPTO patents with 853,638 reactions (1) The reactants are [CH2:1]([O:3][C:4](=[O:23])[CH2:5][CH2:6][C:7]1[CH:12]=[CH:11][CH:10]=[C:9]([N:13]2[C:17]([NH2:18])=[CH:16][C:15]([C:19]([CH3:22])([CH3:21])[CH3:20])=[N:14]2)[CH:8]=1)[CH3:2].[C:24]1([C:34](F)=[O:35])[C:33]2[C:28](=[CH:29][CH:30]=[CH:31][CH:32]=2)[CH:27]=[CH:26][CH:25]=1. The catalyst is C(Cl)Cl. The product is [CH2:1]([O:3][C:4](=[O:23])[CH2:5][CH2:6][C:7]1[CH:12]=[CH:11][CH:10]=[C:9]([N:13]2[C:17]([NH:18][C:34]([C:24]3[C:33]4[C:28](=[CH:29][CH:30]=[CH:31][CH:32]=4)[CH:27]=[CH:26][CH:25]=3)=[O:35])=[CH:16][C:15]([C:19]([CH3:22])([CH3:21])[CH3:20])=[N:14]2)[CH:8]=1)[CH3:2]. The yield is 0.740. (2) The reactants are [Cl:1][C:2]1[CH:8]=[C:7]([O:9][C:10]2[C:19]3[C:14](=[CH:15][C:16]([O:22][CH3:23])=[C:17]([O:20][CH3:21])[CH:18]=3)[N:13]=[CH:12][N:11]=2)[CH:6]=[CH:5][C:3]=1[NH2:4].Cl[C:25]([Cl:35])(OC(=O)OC(Cl)(Cl)Cl)Cl.ClC1[CH:44]=[CH:43][C:40]([NH:41][CH3:42])=[CH:39][CH:38]=1.[CH3:45][OH:46]. The catalyst is C(Cl)(Cl)Cl.C(N(CC)CC)C. The product is [Cl:1][C:2]1[CH:8]=[C:7]([O:9][C:10]2[C:19]3[C:14](=[CH:15][C:16]([O:22][CH3:23])=[C:17]([O:20][CH3:21])[CH:18]=3)[N:13]=[CH:12][N:11]=2)[CH:6]=[CH:5][C:3]=1[NH:4][C:45](=[O:46])[N:41]([C:40]1[CH:39]=[CH:38][C:25]([Cl:35])=[CH:44][CH:43]=1)[CH3:42]. The yield is 0.690. (3) The reactants are [NH2:1][CH:2]1[CH2:7][CH2:6][N:5]([CH2:8][CH2:9][N:10]2[C:15](=[O:16])[CH:14]=[N:13][C:12]3[CH:17]=[CH:18][C:19]([O:21][CH3:22])=[N:20][C:11]2=3)[CH2:4][CH2:3]1.[N:23]1[C:28]2[O:29][CH2:30][CH2:31][O:32][C:27]=2[CH:26]=[C:25]([CH:33]=O)[N:24]=1.C(O[BH-](OC(=O)C)OC(=O)C)(=O)C.[Na+].C([O-])(O)=O.[Na+].C(Cl)[Cl:55]. The catalyst is CO. The product is [ClH:55].[ClH:55].[N:23]1[C:28]2[O:29][CH2:30][CH2:31][O:32][C:27]=2[CH:26]=[C:25]([CH2:33][NH:1][CH:2]2[CH2:3][CH2:4][N:5]([CH2:8][CH2:9][N:10]3[C:15](=[O:16])[CH:14]=[N:13][C:12]4[CH:17]=[CH:18][C:19]([O:21][CH3:22])=[N:20][C:11]3=4)[CH2:6][CH2:7]2)[N:24]=1. The yield is 0.350. (4) The reactants are [NH:1]1[CH:5]=[C:4]([C:6]2[CH:11]=[C:10]([C:12]([O:14]C)=[O:13])[CH:9]=[CH:8][N:7]=2)[N:3]=[CH:2]1.Br[CH:17]1[CH2:25][C:24]2[C:19](=[CH:20][CH:21]=[CH:22][CH:23]=2)[CH2:18]1.[OH-].[Na+]. The catalyst is CO. The product is [CH2:25]1[C:24]2[C:19](=[CH:20][CH:21]=[CH:22][CH:23]=2)[CH2:18][CH:17]1[N:1]1[CH:5]=[C:4]([C:6]2[CH:11]=[C:10]([C:12]([OH:14])=[O:13])[CH:9]=[CH:8][N:7]=2)[N:3]=[CH:2]1. The yield is 0.480. (5) The product is [CH:17]1([NH:20][C:14]([C:9]2[C:8]3[CH:7]=[CH:6][N:5]([CH2:4][O:3][CH2:1][CH3:2])[C:13]=3[CH:12]=[CH:11][CH:10]=2)=[O:16])[CH2:19][CH2:18]1. The catalyst is C1COCC1. The yield is 0.770. The reactants are [CH2:1]([O:3][CH2:4][N:5]1[C:13]2[CH:12]=[CH:11][CH:10]=[C:9]([C:14]([OH:16])=O)[C:8]=2[CH:7]=[CH:6]1)[CH3:2].[CH:17]1([NH2:20])[CH2:19][CH2:18]1.C(N(CC)CC)C.F[P-](F)(F)(F)(F)F.N1(OC(N(C)C)=[N+](C)C)C2N=CC=CC=2N=N1.